This data is from Reaction yield outcomes from USPTO patents with 853,638 reactions. The task is: Predict the reaction yield, written as a fraction of the theoretical maximum amount of product (1.0 means a 100% yield; for example, 0.34 means a 34% yield). The reactants are [CH2:1]([C:3]([C:28]1[CH:33]=[CH:32][C:31](OS(C(F)(F)F)(=O)=O)=[C:30]([CH3:42])[CH:29]=1)([C:6]1[CH:11]=[CH:10][C:9]([C:12]#[C:13][C:14]([O:23][CH2:24][O:25][CH3:26])([C:19]([F:22])([F:21])[F:20])[C:15]([F:18])([F:17])[F:16])=[C:8]([CH3:27])[CH:7]=1)[CH2:4][CH3:5])[CH3:2].[CH:43]1C=CC(P(C2C=CC=CC=2)CCCP(C2C=CC=CC=2)C2C=CC=CC=2)=[CH:47][CH:48]=1.CCN(CC)CC.[OH2:79].CN([CH:83]=[O:84])C. The catalyst is CC([O-])=O.CC([O-])=O.[Pd+2]. The product is [CH3:83][O:84][C:43](=[O:79])/[CH:48]=[CH:47]/[C:31]1[CH:32]=[CH:33][C:28]([C:3]([CH2:1][CH3:2])([C:6]2[CH:11]=[CH:10][C:9]([C:12]#[C:13][C:14]([O:23][CH2:24][O:25][CH3:26])([C:15]([F:18])([F:16])[F:17])[C:19]([F:20])([F:21])[F:22])=[C:8]([CH3:27])[CH:7]=2)[CH2:4][CH3:5])=[CH:29][C:30]=1[CH3:42]. The yield is 0.430.